From a dataset of Full USPTO retrosynthesis dataset with 1.9M reactions from patents (1976-2016). Predict the reactants needed to synthesize the given product. (1) Given the product [CH3:7][C:4]12[C:3]([CH3:11])([CH3:10])[C@@:2]([C:12]([OH:14])=[O:13])([CH2:6][CH2:5]1)[O:9][CH2:8]2, predict the reactants needed to synthesize it. The reactants are: O[C@:2]1([C:12]([OH:14])=[O:13])[CH2:6][CH2:5][C:4]([CH2:8][OH:9])([CH3:7])[C:3]1([CH3:11])[CH3:10].C1(P(C2C=CC=CC=2)C2C=CC=CC=2)C=CC=CC=1.CC(OC(/N=N/C(OC(C)C)=O)=O)C. (2) Given the product [CH3:15][C:16]([OH:18])([CH3:19])[CH2:17][N:6]1[CH:7]=[CH:8][C:4]([N+:1]([O-:3])=[O:2])=[N:5]1, predict the reactants needed to synthesize it. The reactants are: [N+:1]([C:4]1[CH:8]=[CH:7][NH:6][N:5]=1)([O-:3])=[O:2].C(=O)([O-])[O-].[K+].[K+].[CH3:15][C:16]1([CH3:19])[O:18][CH2:17]1. (3) The reactants are: I[C:2]1[CH:11]=[C:10]2[C:5]([CH:6]=[C:7]([C:18]3[CH:19]=[CH:20][C:21]4[O:26][CH2:25][C:24](=[O:27])[NH:23][C:22]=4[CH:28]=3)[CH:8]([C:12]3[CH:17]=[CH:16][CH:15]=[CH:14][CH:13]=3)[S:9]2)=[CH:4][CH:3]=1.[NH2:29][CH2:30][CH:31]([OH:33])[CH3:32]. Given the product [OH:33][CH:31]([CH3:32])[CH2:30][NH:29][C:2]1[CH:11]=[C:10]2[C:5]([CH:6]=[C:7]([C:18]3[CH:19]=[CH:20][C:21]4[O:26][CH2:25][C:24](=[O:27])[NH:23][C:22]=4[CH:28]=3)[CH:8]([C:12]3[CH:17]=[CH:16][CH:15]=[CH:14][CH:13]=3)[S:9]2)=[CH:4][CH:3]=1, predict the reactants needed to synthesize it. (4) Given the product [NH3:19].[CH:12]1([CH2:11][CH2:10][CH2:9][C@@H:8]([C:18]2[O:22][N:21]=[C:20]([C:23]([N:34]3[CH2:35][CH2:36][CH:31]([N:30]([CH3:37])[CH3:29])[CH2:32][CH2:33]3)=[O:24])[N:19]=2)[CH2:7][C:6]([O:5][C:1]([CH3:4])([CH3:2])[CH3:3])=[O:28])[CH2:13][CH2:14][CH2:15][CH2:16][CH2:17]1, predict the reactants needed to synthesize it. The reactants are: [C:1]([O:5][C:6](=[O:28])[CH2:7][C@H:8]([C:18]1[O:22][N:21]=[C:20]([C:23](OCC)=[O:24])[N:19]=1)[CH2:9][CH2:10][CH2:11][CH:12]1[CH2:17][CH2:16][CH2:15][CH2:14][CH2:13]1)([CH3:4])([CH3:3])[CH3:2].[CH3:29][N:30]([CH3:37])[CH:31]1[CH2:36][CH2:35][NH:34][CH2:33][CH2:32]1.